Binary Classification. Given a T-cell receptor sequence (or CDR3 region) and an epitope sequence, predict whether binding occurs between them. From a dataset of TCR-epitope binding with 47,182 pairs between 192 epitopes and 23,139 TCRs. (1) The epitope is FLPRVFSAV. The TCR CDR3 sequence is CASSPGGGAQETQYF. Result: 1 (the TCR binds to the epitope). (2) The epitope is AYAQKIFKI. The TCR CDR3 sequence is CASSPPIPGTADTIYF. Result: 0 (the TCR does not bind to the epitope). (3) The epitope is KLVALGINAV. The TCR CDR3 sequence is CASSYAQGNEQFF. Result: 1 (the TCR binds to the epitope). (4) The epitope is VLAWLYAAV. The TCR CDR3 sequence is CASSYYTGAGETQYF. Result: 1 (the TCR binds to the epitope). (5) The epitope is KAYNVTQAF. The TCR CDR3 sequence is CASSQDWGRITDTQYF. Result: 0 (the TCR does not bind to the epitope). (6) The epitope is LPPIVAKEI. The TCR CDR3 sequence is CSARGTSGGSIGELFF. Result: 0 (the TCR does not bind to the epitope). (7) Result: 0 (the TCR does not bind to the epitope). The TCR CDR3 sequence is CATSGAAYSGANVLTF. The epitope is LQPFPQPELPYPQPQ.